From a dataset of Forward reaction prediction with 1.9M reactions from USPTO patents (1976-2016). Predict the product of the given reaction. (1) The product is: [CH2:52]([C:59]1[C:67]2[O:66][CH:65]([CH2:68][NH2:69])[CH2:64][C:63]=2[CH:62]=[CH:61][CH:60]=1)[C:53]1[CH:54]=[CH:55][CH:56]=[CH:57][CH:58]=1. Given the reactants CC1C=CC(S(OCC2CC3C=CC=C(CC4C=CC=CC=4)C=3O2)(=O)=O)=CC=1.[N-]=[N+]=[N-].[Na+].N(CC1CC2C=C(Cl)C=C(C3C=CSC=3)C=2O1)=[N+]=[N-].[CH2:52]([C:59]1[C:67]2[O:66][CH:65]([CH2:68][N:69]=[N+]=[N-])[CH2:64][C:63]=2[CH:62]=[CH:61][CH:60]=1)[C:53]1[CH:58]=[CH:57][CH:56]=[CH:55][CH:54]=1.[N-]=[N+]=[N-], predict the reaction product. (2) Given the reactants [Cl:1][C:2]1[CH:11]=[CH:10][CH:9]=[C:8]2[C:3]=1[C:4](N)=[CH:5][C:6]([N:12]1[CH2:18][CH2:17][CH2:16][C:15]3[CH:19]=[CH:20][CH:21]=[CH:22][C:14]=3[CH2:13]1)=[N:7]2.N([O-])=O.[Na+].[Cl-:28].[Na+].C(=O)(O)[O-].[Na+], predict the reaction product. The product is: [Cl:28][C:4]1[C:3]2[C:8](=[CH:9][CH:10]=[CH:11][C:2]=2[Cl:1])[N:7]=[C:6]([N:12]2[CH2:18][CH2:17][CH2:16][C:15]3[CH:19]=[CH:20][CH:21]=[CH:22][C:14]=3[CH2:13]2)[CH:5]=1. (3) Given the reactants [CH3:1][O:2][C:3]1[C:12]([CH:13]=O)=[CH:11][C:10]2[N:9]([CH3:15])[C:8](=[O:16])[CH2:7][CH2:6][C:5]=2[N:4]=1.[C:17]1([C@H:23]2[C@@H:28]([NH2:29])[CH2:27][CH2:26][CH2:25][NH:24]2)[CH:22]=[CH:21][CH:20]=[CH:19][CH:18]=1.C(N(CC)CC)C.C(O[BH-](OC(=O)C)OC(=O)C)(=O)C.[Na+], predict the reaction product. The product is: [CH3:1][O:2][C:3]1[N:4]=[C:5]2[C:10](=[CH:11][C:12]=1[CH2:13][NH:29][C@H:28]1[CH2:27][CH2:26][CH2:25][NH:24][C@H:23]1[C:17]1[CH:22]=[CH:21][CH:20]=[CH:19][CH:18]=1)[N:9]([CH3:15])[C:8](=[O:16])[CH2:7][CH2:6]2. (4) Given the reactants [CH2:1]([O:8][C:9]1[CH:10]=[C:11]([NH:15][CH2:16][C:17]([O:19][CH2:20][CH3:21])=[O:18])[CH:12]=[CH:13][CH:14]=1)[C:2]1[CH:7]=[CH:6][CH:5]=[CH:4][CH:3]=1.C(=O)([O-])[O-].[K+].[K+].I[CH2:29][CH3:30].O, predict the reaction product. The product is: [CH2:1]([O:8][C:9]1[CH:10]=[C:11]([N:15]([CH2:29][CH3:30])[CH2:16][C:17]([O:19][CH2:20][CH3:21])=[O:18])[CH:12]=[CH:13][CH:14]=1)[C:2]1[CH:3]=[CH:4][CH:5]=[CH:6][CH:7]=1.